Dataset: NCI-60 drug combinations with 297,098 pairs across 59 cell lines. Task: Regression. Given two drug SMILES strings and cell line genomic features, predict the synergy score measuring deviation from expected non-interaction effect. (1) Drug 1: CC1C(C(CC(O1)OC2CC(OC(C2O)C)OC3=CC4=CC5=C(C(=O)C(C(C5)C(C(=O)C(C(C)O)O)OC)OC6CC(C(C(O6)C)O)OC7CC(C(C(O7)C)O)OC8CC(C(C(O8)C)O)(C)O)C(=C4C(=C3C)O)O)O)O. Drug 2: CCN(CC)CCCC(C)NC1=C2C=C(C=CC2=NC3=C1C=CC(=C3)Cl)OC. Cell line: NCI-H322M. Synergy scores: CSS=20.5, Synergy_ZIP=-0.615, Synergy_Bliss=0.170, Synergy_Loewe=-17.5, Synergy_HSA=1.03. (2) Drug 1: CN(CC1=CN=C2C(=N1)C(=NC(=N2)N)N)C3=CC=C(C=C3)C(=O)NC(CCC(=O)O)C(=O)O. Drug 2: CC1=C(C=C(C=C1)NC(=O)C2=CC=C(C=C2)CN3CCN(CC3)C)NC4=NC=CC(=N4)C5=CN=CC=C5. Cell line: SNB-19. Synergy scores: CSS=-0.553, Synergy_ZIP=2.24, Synergy_Bliss=-1.66, Synergy_Loewe=-67.1, Synergy_HSA=-7.65. (3) Drug 1: C1=C(C(=O)NC(=O)N1)F. Drug 2: CC1C(C(CC(O1)OC2CC(CC3=C2C(=C4C(=C3O)C(=O)C5=C(C4=O)C(=CC=C5)OC)O)(C(=O)CO)O)N)O.Cl. Cell line: NCI-H322M. Synergy scores: CSS=50.7, Synergy_ZIP=0.531, Synergy_Bliss=0.752, Synergy_Loewe=4.41, Synergy_HSA=6.05. (4) Drug 1: CNC(=O)C1=CC=CC=C1SC2=CC3=C(C=C2)C(=NN3)C=CC4=CC=CC=N4. Drug 2: CC1=C(C=C(C=C1)C(=O)NC2=CC(=CC(=C2)C(F)(F)F)N3C=C(N=C3)C)NC4=NC=CC(=N4)C5=CN=CC=C5. Cell line: SK-MEL-28. Synergy scores: CSS=-0.128, Synergy_ZIP=3.26, Synergy_Bliss=6.01, Synergy_Loewe=1.25, Synergy_HSA=1.91. (5) Drug 1: C1=CN(C(=O)N=C1N)C2C(C(C(O2)CO)O)O.Cl. Drug 2: CC(C)NC(=O)C1=CC=C(C=C1)CNNC.Cl. Cell line: SW-620. Synergy scores: CSS=18.1, Synergy_ZIP=-7.11, Synergy_Bliss=0.744, Synergy_Loewe=-25.4, Synergy_HSA=1.20.